Dataset: Forward reaction prediction with 1.9M reactions from USPTO patents (1976-2016). Task: Predict the product of the given reaction. (1) Given the reactants [CH2:1]([N:4]([C:14]1[CH:19]=[CH:18][C:17]([Cl:20])=[CH:16][C:15]=1[C:21](=[O:30])[C:22]1[CH:27]=[CH:26][CH:25]=[CH:24][C:23]=1[O:28][CH3:29])[C:5](=[O:13])/[CH:6]=[CH:7]/[C:8]([O:10][CH2:11][CH3:12])=[O:9])[CH:2]=[CH2:3].[BH4-].[Na+].Cl, predict the reaction product. The product is: [CH2:1]([N:4]1[C:14]2[CH:19]=[CH:18][C:17]([Cl:20])=[CH:16][C:15]=2[CH:21]([C:22]2[CH:27]=[CH:26][CH:25]=[CH:24][C:23]=2[O:28][CH3:29])[O:30][CH:6]([CH2:7][C:8]([O:10][CH2:11][CH3:12])=[O:9])[C:5]1=[O:13])[CH:2]=[CH2:3]. (2) Given the reactants [CH2:1]([O:8][C:9]1[CH:14]=[CH:13][C:12]([CH2:15][C:16](Cl)=[N:17][OH:18])=[CH:11][CH:10]=1)[C:2]1[CH:7]=[CH:6][CH:5]=[CH:4][CH:3]=1.[C:20]([C:22]1[C:23]([NH2:29])=[N:24][C:25]([NH2:28])=[CH:26][CH:27]=1)#[CH:21].C(N(CC)CC)C, predict the reaction product. The product is: [CH2:1]([O:8][C:9]1[CH:14]=[CH:13][C:12]([CH2:15][C:16]2[CH:21]=[C:20]([C:22]3[C:23]([NH2:29])=[N:24][C:25]([NH2:28])=[CH:26][CH:27]=3)[O:18][N:17]=2)=[CH:11][CH:10]=1)[C:2]1[CH:7]=[CH:6][CH:5]=[CH:4][CH:3]=1. (3) Given the reactants [NH2:1][C:2]1[N:7]=[C:6](S(C)(=O)=O)[C:5]([C:12]2[CH:13]=[CH:14][C:15](=[O:21])[N:16]([CH:18]([CH3:20])[CH3:19])[N:17]=2)=[C:4]([C:22]2[CH:27]=[CH:26][CH:25]=[CH:24][CH:23]=2)[N:3]=1.[CH:28]1([OH:34])[CH2:33][CH2:32][CH2:31][CH2:30][CH2:29]1, predict the reaction product. The product is: [NH2:1][C:2]1[N:7]=[C:6]([O:34][CH:28]2[CH2:33][CH2:32][CH2:31][CH2:30][CH2:29]2)[C:5]([C:12]2[CH:13]=[CH:14][C:15](=[O:21])[N:16]([CH:18]([CH3:20])[CH3:19])[N:17]=2)=[C:4]([C:22]2[CH:27]=[CH:26][CH:25]=[CH:24][CH:23]=2)[N:3]=1.